Dataset: Full USPTO retrosynthesis dataset with 1.9M reactions from patents (1976-2016). Task: Predict the reactants needed to synthesize the given product. (1) Given the product [F:29][C:19]([F:18])([F:28])[C@@H:20]([NH:27][C:15]([C:7]1[CH:6]=[N:5][C:4]([CH:1]2[CH2:2][CH2:3]2)=[C:9]([O:10][CH2:11][CH:12]2[CH2:13][CH2:14]2)[N:8]=1)=[O:17])[C:21]1[CH:26]=[CH:25][CH:24]=[CH:23][N:22]=1, predict the reactants needed to synthesize it. The reactants are: [CH:1]1([C:4]2[N:5]=[CH:6][C:7]([C:15]([OH:17])=O)=[N:8][C:9]=2[O:10][CH2:11][CH:12]2[CH2:14][CH2:13]2)[CH2:3][CH2:2]1.[F:18][C:19]([F:29])([F:28])[C@@H:20]([NH2:27])[C:21]1[CH:26]=[CH:25][CH:24]=[CH:23][N:22]=1. (2) Given the product [Br:1][C:2]1[N:3]([CH:30]([CH3:31])[CH3:32])[C:4]2[CH:10]([C:23]3[CH:28]=[CH:27][C:26]([Cl:29])=[CH:25][CH:24]=3)[N:11]([C:12]3[CH:13]=[C:14]([CH3:22])[C:15]4[N:19]=[N:18][N:17]([CH3:20])[C:16]=4[CH:21]=3)[C:7](=[O:8])[C:5]=2[N:6]=1, predict the reactants needed to synthesize it. The reactants are: [Br:1][C:2]1[N:3]([CH:30]([CH3:32])[CH3:31])[C:4]([CH:10]([C:23]2[CH:28]=[CH:27][C:26]([Cl:29])=[CH:25][CH:24]=2)[NH:11][C:12]2[CH:13]=[C:14]([CH3:22])[C:15]3[N:19]=[N:18][N:17]([CH3:20])[C:16]=3[CH:21]=2)=[C:5]([C:7](O)=[O:8])[N:6]=1. (3) Given the product [CH:19]1([C:22]#[C:23][C:2]2[CH:3]=[C:4]([CH2:8][CH2:9][CH2:10][NH:11][C:12](=[O:18])[O:13][C:14]([CH3:17])([CH3:16])[CH3:15])[CH:5]=[CH:6][CH:7]=2)[CH2:21][CH2:20]1, predict the reactants needed to synthesize it. The reactants are: Br[C:2]1[CH:3]=[C:4]([CH2:8][CH2:9][CH2:10][NH:11][C:12](=[O:18])[O:13][C:14]([CH3:17])([CH3:16])[CH3:15])[CH:5]=[CH:6][CH:7]=1.[CH:19]1([C:22]#[CH:23])[CH2:21][CH2:20]1.C1(C)C=CC=CC=1P(C1C=CC=CC=1C)C1C=CC=CC=1C. (4) Given the product [Br:1][C:2]1[CH:7]=[CH:6][C:5]([C:8]([F:11])([F:10])[F:9])=[CH:4][C:3]=1[S:15][CH2:13][CH3:14], predict the reactants needed to synthesize it. The reactants are: [Br:1][C:2]1[CH:7]=[CH:6][C:5]([C:8]([F:11])([F:10])[F:9])=[CH:4][C:3]=1F.[CH2:13]([SH:15])[CH3:14].C(=O)([O-])[O-].[K+].[K+].CN(C=O)C. (5) Given the product [CH3:1][C:23]1[CH:24]=[CH:25][CH:26]=[C:19]([N:13]2[CH2:18][CH2:17][CH2:16][CH2:15][CH2:14]2)[C:20]=1[CH:21]=[O:22], predict the reactants needed to synthesize it. The reactants are: [CH3:1]N(C)CCNC.[Li]CCCC.[N:13]1([C:19]2[CH:26]=[CH:25][CH:24]=[CH:23][C:20]=2[CH:21]=[O:22])[CH2:18][CH2:17][CH2:16][CH2:15][CH2:14]1.CI. (6) Given the product [CH2:21]([NH:20][C:18]([NH:17][C:15]1[S:16][C:12]2[C:11]([C:24]3[CH:29]=[CH:28][CH:27]=[CH:26][N:25]=3)=[CH:10][C:9]([OH:8])=[CH:23][C:13]=2[N:14]=1)=[O:19])[CH3:22], predict the reactants needed to synthesize it. The reactants are: C([O:8][C:9]1[CH:10]=[C:11]([C:24]2[CH:29]=[CH:28][CH:27]=[CH:26][N:25]=2)[C:12]2[S:16][C:15]([NH:17][C:18]([NH:20][CH2:21][CH3:22])=[O:19])=[N:14][C:13]=2[CH:23]=1)C1C=CC=CC=1.CS(O)(=O)=O. (7) Given the product [Cl:36][C:33]1[CH:34]=[CH:35][C:30]([C:28]2[S:29][C:23]3[C:22](=[O:37])[N:21]([C:18]4[CH:17]=[CH:16][C:15]([NH:14][C:13]([CH:10]5[CH2:11][CH2:12][NH:8][CH2:9]5)=[O:38])=[CH:20][CH:19]=4)[CH:26]=[CH:25][C:24]=3[CH:27]=2)=[CH:31][CH:32]=1, predict the reactants needed to synthesize it. The reactants are: C(OC([N:8]1[CH2:12][CH2:11][CH:10]([C:13](=[O:38])[NH:14][C:15]2[CH:20]=[CH:19][C:18]([N:21]3[CH:26]=[CH:25][C:24]4[CH:27]=[C:28]([C:30]5[CH:35]=[CH:34][C:33]([Cl:36])=[CH:32][CH:31]=5)[S:29][C:23]=4[C:22]3=[O:37])=[CH:17][CH:16]=2)[CH2:9]1)=O)(C)(C)C.